This data is from Full USPTO retrosynthesis dataset with 1.9M reactions from patents (1976-2016). The task is: Predict the reactants needed to synthesize the given product. (1) The reactants are: [Cl:1][CH2:2][CH2:3][CH2:4][S:5](Cl)(=[O:7])=[O:6].Cl[CH2:10][CH2:11]S(Cl)(=O)=O.[CH3:16][CH:17]1[CH2:22][CH2:21][NH:20][CH2:19][CH2:18]1.[CH3:23][CH:24]1[CH2:29][CH2:28][CH2:27][NH:26][CH2:25]1. Given the product [ClH:1].[CH3:16][CH:17]1[CH2:22][CH2:21][N:20]([CH2:2][CH2:3][CH2:4][S:5]([N:26]2[C:25]3[C:29](=[CH:10][CH:11]=[CH:23][CH:24]=3)[CH2:28][CH2:27]2)(=[O:7])=[O:6])[CH2:19][CH2:18]1, predict the reactants needed to synthesize it. (2) Given the product [ClH:35].[C:26]1([CH2:32][C:33]([N:23]2[CH2:24][CH2:25][N:20]([CH2:19][C:17]3[CH:16]=[CH:15][N:14]=[C:13]([C:5]4[CH:6]=[C:7]([O:11][CH3:12])[C:8]([O:9][CH3:10])=[C:3]([O:2][CH3:1])[CH:4]=4)[CH:18]=3)[CH2:21][CH2:22]2)=[O:34])[CH:31]=[CH:30][CH:29]=[CH:28][CH:27]=1.[ClH:35], predict the reactants needed to synthesize it. The reactants are: [CH3:1][O:2][C:3]1[CH:4]=[C:5]([C:13]2[CH:18]=[C:17]([CH2:19][N:20]3[CH2:25][CH2:24][NH:23][CH2:22][CH2:21]3)[CH:16]=[CH:15][N:14]=2)[CH:6]=[C:7]([O:11][CH3:12])[C:8]=1[O:9][CH3:10].[C:26]1([CH2:32][C:33]([Cl:35])=[O:34])[CH:31]=[CH:30][CH:29]=[CH:28][CH:27]=1.C(=O)([O-])O.[Na+]. (3) Given the product [CH2:41]([NH:43][CH2:4][CH2:5][CH2:6][O:7][C:8]1[CH:9]=[C:10]2[C:15](=[CH:16][C:17]=1[O:18][CH3:19])[C:14](=[O:20])[N:13]([CH2:21][CH2:22][CH2:23][N:24]1[CH2:29][CH2:28][O:27][CH2:26][CH2:25]1)[C:12]1[C:30]3[CH:31]=[C:32]4[O:40][CH2:39][O:38][C:33]4=[CH:34][C:35]=3[C:36](=[O:37])[C:11]2=1)[CH3:42], predict the reactants needed to synthesize it. The reactants are: [I-].[Na+].Br[CH2:4][CH2:5][CH2:6][O:7][C:8]1[CH:9]=[C:10]2[C:15](=[CH:16][C:17]=1[O:18][CH3:19])[C:14](=[O:20])[N:13]([CH2:21][CH2:22][CH2:23][N:24]1[CH2:29][CH2:28][O:27][CH2:26][CH2:25]1)[C:12]1[C:30]3[CH:31]=[C:32]4[O:40][CH2:39][O:38][C:33]4=[CH:34][C:35]=3[C:36](=[O:37])[C:11]2=1.[CH2:41]([NH2:43])[CH3:42].